The task is: Predict which catalyst facilitates the given reaction.. This data is from Catalyst prediction with 721,799 reactions and 888 catalyst types from USPTO. (1) Product: [N:10]1([CH2:6][C:5]2[CH:8]=[CH:9][C:2]([Br:1])=[CH:3][CH:4]=2)[CH2:15][CH2:14][O:13][CH2:12][CH2:11]1. The catalyst class is: 11. Reactant: [Br:1][C:2]1[CH:9]=[CH:8][C:5]([CH2:6]I)=[CH:4][CH:3]=1.[NH:10]1[CH2:15][CH2:14][O:13][CH2:12][CH2:11]1. (2) Reactant: [CH3:1][C:2]([CH3:29])([CH3:28])[CH2:3][N:4]([CH3:27])[C:5]1[C:10]([N+:11]([O-])=O)=[C:9]([NH:14][C:15]2[CH:20]=[C:19]([C:21]3[NH:25][CH:24]=[N:23][N:22]=3)[CH:18]=[CH:17][C:16]=2[CH3:26])[N:8]=[CH:7][N:6]=1. Product: [CH3:1][C:2]([CH3:29])([CH3:28])[CH2:3][N:4]([CH3:27])[C:5]1[C:10]([NH2:11])=[C:9]([NH:14][C:15]2[CH:20]=[C:19]([C:21]3[NH:25][CH:24]=[N:23][N:22]=3)[CH:18]=[CH:17][C:16]=2[CH3:26])[N:8]=[CH:7][N:6]=1. The catalyst class is: 19.